From a dataset of NCI-60 drug combinations with 297,098 pairs across 59 cell lines. Regression. Given two drug SMILES strings and cell line genomic features, predict the synergy score measuring deviation from expected non-interaction effect. (1) Drug 1: CC1=C(C(=CC=C1)Cl)NC(=O)C2=CN=C(S2)NC3=CC(=NC(=N3)C)N4CCN(CC4)CCO. Drug 2: CC(C)(C#N)C1=CC(=CC(=C1)CN2C=NC=N2)C(C)(C)C#N. Cell line: SR. Synergy scores: CSS=-9.35, Synergy_ZIP=5.26, Synergy_Bliss=1.10, Synergy_Loewe=-8.60, Synergy_HSA=-9.73. (2) Drug 2: CC(C)CN1C=NC2=C1C3=CC=CC=C3N=C2N. Cell line: HL-60(TB). Drug 1: C1CN(CCN1C(=O)CCBr)C(=O)CCBr. Synergy scores: CSS=75.6, Synergy_ZIP=0.0661, Synergy_Bliss=0.0654, Synergy_Loewe=1.94, Synergy_HSA=-0.751. (3) Drug 1: CN1CCC(CC1)COC2=C(C=C3C(=C2)N=CN=C3NC4=C(C=C(C=C4)Br)F)OC. Drug 2: C1CCC(CC1)NC(=O)N(CCCl)N=O. Cell line: 786-0. Synergy scores: CSS=36.6, Synergy_ZIP=4.89, Synergy_Bliss=7.02, Synergy_Loewe=5.38, Synergy_HSA=7.99. (4) Drug 1: CCC1=CC2CC(C3=C(CN(C2)C1)C4=CC=CC=C4N3)(C5=C(C=C6C(=C5)C78CCN9C7C(C=CC9)(C(C(C8N6C)(C(=O)OC)O)OC(=O)C)CC)OC)C(=O)OC.C(C(C(=O)O)O)(C(=O)O)O. Drug 2: C1=C(C(=O)NC(=O)N1)N(CCCl)CCCl. Cell line: NCI-H226. Synergy scores: CSS=35.8, Synergy_ZIP=-6.51, Synergy_Bliss=-5.84, Synergy_Loewe=-25.7, Synergy_HSA=-4.74. (5) Drug 1: CC12CCC3C(C1CCC2=O)CC(=C)C4=CC(=O)C=CC34C. Drug 2: C1=CC(=C2C(=C1NCCNCCO)C(=O)C3=C(C=CC(=C3C2=O)O)O)NCCNCCO. Cell line: SK-MEL-5. Synergy scores: CSS=47.4, Synergy_ZIP=6.02, Synergy_Bliss=6.11, Synergy_Loewe=3.75, Synergy_HSA=8.07. (6) Drug 1: CC=C1C(=O)NC(C(=O)OC2CC(=O)NC(C(=O)NC(CSSCCC=C2)C(=O)N1)C(C)C)C(C)C. Drug 2: CC(C)NC(=O)C1=CC=C(C=C1)CNNC.Cl. Cell line: K-562. Synergy scores: CSS=42.1, Synergy_ZIP=-0.321, Synergy_Bliss=-1.37, Synergy_Loewe=-54.2, Synergy_HSA=-3.58. (7) Drug 1: C1=CC(=C2C(=C1NCCNCCO)C(=O)C3=C(C=CC(=C3C2=O)O)O)NCCNCCO. Drug 2: CC1=C(C(=O)C2=C(C1=O)N3CC4C(C3(C2COC(=O)N)OC)N4)N. Cell line: K-562. Synergy scores: CSS=57.7, Synergy_ZIP=2.94, Synergy_Bliss=2.24, Synergy_Loewe=-0.602, Synergy_HSA=5.94.